Predict the reaction yield, written as a fraction of the theoretical maximum amount of product (1.0 means a 100% yield; for example, 0.34 means a 34% yield). From a dataset of Reaction yield outcomes from USPTO patents with 853,638 reactions. The reactants are C(=O)([O-])[O-].[K+].[K+].[NH2:7][C:8]1[C:12]([C:13]([O:15][CH2:16][CH3:17])=[O:14])=[CH:11][NH:10][N:9]=1.N[C@@H:19]1[CH2:24][CH2:23][CH2:22]C[C@H:20]1[NH2:25].Br[C:27]1[CH:28]=[N:29][CH:30]=[CH:31][CH:32]=1. The catalyst is [Cu]I.CN(C)C(=O)C. The product is [NH2:7][C:8]1[N:9]([C:19]2[CH:20]=[N:25][CH:22]=[CH:23][CH:24]=2)[N:10]=[CH:11][C:12]=1[C:13]([O:15][CH2:16][CH3:17])=[O:14].[NH2:7][C:8]1[C:12]([C:13]([O:15][CH2:16][CH3:17])=[O:14])=[CH:11][N:10]([C:27]2[CH:28]=[N:29][CH:30]=[CH:31][CH:32]=2)[N:9]=1. The yield is 0.960.